Dataset: Reaction yield outcomes from USPTO patents with 853,638 reactions. Task: Predict the reaction yield, written as a fraction of the theoretical maximum amount of product (1.0 means a 100% yield; for example, 0.34 means a 34% yield). The reactants are CC(OC(/N=N/C(OC(C)C)=O)=O)C.[F:15][C:16]([F:40])([F:39])[C:17]1[N:21]2[N:22]=[C:23]([N:26]3[CH2:31][CH:30]=[C:29]([C:32]4[CH:33]=[CH:34][C:35]([OH:38])=[N:36][CH:37]=4)[CH2:28][CH2:27]3)[CH:24]=[CH:25][C:20]2=[N:19][N:18]=1.O[CH2:42][CH2:43][N:44]1[CH2:49][CH2:48][N:47]([CH3:50])[C:46](=[O:51])[CH2:45]1.C1(P(C2C=CC=CC=2)C2C=CC=CC=2)C=CC=CC=1. The catalyst is C1COCC1. The product is [CH3:50][N:47]1[CH2:48][CH2:49][N:44]([CH2:43][CH2:42][O:38][C:35]2[N:36]=[CH:37][C:32]([C:29]3[CH2:30][CH2:31][N:26]([C:23]4[CH:24]=[CH:25][C:20]5[N:21]([C:17]([C:16]([F:15])([F:39])[F:40])=[N:18][N:19]=5)[N:22]=4)[CH2:27][CH:28]=3)=[CH:33][CH:34]=2)[CH2:45][C:46]1=[O:51]. The yield is 0.493.